From a dataset of Kir2.1 potassium channel HTS with 301,493 compounds. Binary Classification. Given a drug SMILES string, predict its activity (active/inactive) in a high-throughput screening assay against a specified biological target. (1) The compound is O1CCN(CC1)CCNc1oc(nc1C#N)c1occc1. The result is 0 (inactive). (2) The compound is O(c1ccc(C(C(C)C)CCNC(c2ccccc2)C)cc1)C. The result is 1 (active). (3) The compound is Fc1c(NC(=O)N2CC(CCC2)c2onc(n2)c2ccc(OC)cc2)cccc1. The result is 0 (inactive). (4) The compound is O1C(=C(C(c2ccncc2)C(=C1N)C#N)C(=O)C)C. The result is 0 (inactive).